Dataset: Full USPTO retrosynthesis dataset with 1.9M reactions from patents (1976-2016). Task: Predict the reactants needed to synthesize the given product. (1) Given the product [F:47][C:44]1[S:43][C:42]([N:33]([CH2:34][O:35][CH2:36][CH2:37][Si:38]([CH3:41])([CH3:40])[CH3:39])[S:30]([C:24]2[CH:23]=[CH:22][C:21]3[C:26](=[CH:27][CH:28]=[CH:29][C:20]=3[B:10]3[O:11][C:12]([CH3:17])([CH3:18])[C:13]([CH3:15])([CH3:16])[O:14]3)[CH:25]=2)(=[O:31])=[O:32])=[N:46][CH:45]=1, predict the reactants needed to synthesize it. The reactants are: [B:10]1([B:10]2[O:14][C:13]([CH3:16])([CH3:15])[C:12]([CH3:18])([CH3:17])[O:11]2)[O:14][C:13]([CH3:16])([CH3:15])[C:12]([CH3:18])([CH3:17])[O:11]1.Br[C:20]1[CH:29]=[CH:28][CH:27]=[C:26]2[C:21]=1[CH:22]=[CH:23][C:24]([S:30]([N:33]([C:42]1[S:43][C:44]([F:47])=[CH:45][N:46]=1)[CH2:34][O:35][CH2:36][CH2:37][Si:38]([CH3:41])([CH3:40])[CH3:39])(=[O:32])=[O:31])=[CH:25]2.C([O-])(=O)C.[K+]. (2) Given the product [CH3:14][O:13][C:11](=[O:12])[C:5]([NH:4][C:1](=[O:3])[CH3:2])([CH2:35][CH:31]1[C:32]2[C:28](=[CH:27][C:26]([CH2:18][CH2:19][CH2:20][CH2:21][CH2:22][CH2:23][CH2:24][CH3:25])=[CH:34][CH:33]=2)[CH2:29][C:30]1=[O:36])[C:6]([O:8][CH3:9])=[O:7], predict the reactants needed to synthesize it. The reactants are: [C:1]([NH:4][CH:5]([C:11]([O:13][CH2:14]C)=[O:12])[C:6]([O:8][CH2:9]C)=[O:7])(=[O:3])[CH3:2].[H-].[Na+].[CH2:18]([C:26]1[CH:27]=[C:28]2[C:32](=[CH:33][CH:34]=1)[C:31](=[CH2:35])[C:30](=[O:36])[CH2:29]2)[CH2:19][CH2:20][CH2:21][CH2:22][CH2:23][CH2:24][CH3:25].CCOCC. (3) Given the product [NH2:42][C:31]1[N:30]=[C:29]([C:11]2[CH:10]=[C:9]3[C:4]([CH2:5][CH2:6][N:7]([C:21]([O:23][C:24]([CH3:25])([CH3:27])[CH3:26])=[O:22])[CH2:8]3)=[CH:3][C:2]=2[CH3:1])[CH:34]=[C:33]([N:35]2[CH2:40][CH2:39][N:38]([CH3:41])[CH2:37][CH2:36]2)[N:32]=1, predict the reactants needed to synthesize it. The reactants are: [CH3:1][C:2]1[CH:3]=[C:4]2[C:9](=[CH:10][C:11]=1B1OC(C)(C)C(C)(C)O1)[CH2:8][N:7]([C:21]([O:23][C:24]([CH3:27])([CH3:26])[CH3:25])=[O:22])[CH2:6][CH2:5]2.Cl[C:29]1[CH:34]=[C:33]([N:35]2[CH2:40][CH2:39][N:38]([CH3:41])[CH2:37][CH2:36]2)[N:32]=[C:31]([NH2:42])[N:30]=1. (4) Given the product [Cl:1][C:2]1[CH:3]=[C:4]([NH:19][C:20]2[C:30]3[CH:29]=[C:28]([C:31]([NH:46][CH2:44][CH2:45][O:34][CH2:57][CH2:58][C:59]#[N:60])=[O:32])[CH2:27][CH2:26][NH:25][C:24]=3[N:23]=[CH:22][N:21]=2)[CH:5]=[CH:6][C:7]=1[O:8][C:9]1[CH:14]=[CH:13][CH:12]=[C:11]([C:15]([F:18])([F:16])[F:17])[CH:10]=1, predict the reactants needed to synthesize it. The reactants are: [Cl:1][C:2]1[CH:3]=[C:4]([NH:19][C:20]2[C:30]3[CH:29]=[C:28]([C:31](O)=[O:32])[CH2:27][CH2:26][NH:25][C:24]=3[N:23]=[CH:22][N:21]=2)[CH:5]=[CH:6][C:7]=1[O:8][C:9]1[CH:14]=[CH:13][CH:12]=[C:11]([C:15]([F:18])([F:17])[F:16])[CH:10]=1.[OH:34]N1C2C=CC=CC=2N=N1.[CH2:44]([N:46](CC)CC)[CH3:45].Cl.C(N=C=N[CH2:57][CH2:58][CH2:59][N:60](C)C)C.